From a dataset of Forward reaction prediction with 1.9M reactions from USPTO patents (1976-2016). Predict the product of the given reaction. Given the reactants FC(F)(F)S(O[Si](C)(C)C)(=O)=O.ClCCCl.[CH3:17][C:18]1[O:24][C:21]([CH2:22][NH2:23])=[CH:20][CH:19]=1.[C:25]([NH:27][C:28]([NH2:30])=[NH:29])#[N:26], predict the reaction product. The product is: [CH3:17][C:18]1[O:24][C:21]([CH2:22][NH:23][C:25]([NH:27][C:28]([NH2:30])=[NH:29])=[NH:26])=[CH:20][CH:19]=1.